Dataset: Catalyst prediction with 721,799 reactions and 888 catalyst types from USPTO. Task: Predict which catalyst facilitates the given reaction. (1) Reactant: N(C(OC(C)(C)C)=O)=NC(OC(C)(C)C)=O.[CH2:17]([O:19][C:20]([N:22]1[CH2:27][CH2:26][C:25]2[N:28]=[C:29]([CH2:31][OH:32])[O:30][C:24]=2[CH2:23]1)=[O:21])[CH3:18].[C:33]1(O)[CH:38]=[CH:37][CH:36]=[CH:35][CH:34]=1.C1(P(C2C=CC=CC=2)C2C=CC=CC=2)C=CC=CC=1. Product: [CH2:17]([O:19][C:20]([N:22]1[CH2:27][CH2:26][C:25]2[N:28]=[C:29]([CH2:31][O:32][C:33]3[CH:38]=[CH:37][CH:36]=[CH:35][CH:34]=3)[O:30][C:24]=2[CH2:23]1)=[O:21])[CH3:18]. The catalyst class is: 1. (2) Reactant: [F:1][C:2]1[C:7]([O:8][C:9]2[CH:14]=[CH:13][CH:12]=[CH:11][CH:10]=2)=[C:6]([F:15])[CH:5]=[CH:4][C:3]=1[CH:16]([NH:27]S(C(C)(C)C)=O)[CH2:17][C:18]([NH:20][C:21]1[CH:26]=[CH:25][N:24]=[CH:23][CH:22]=1)=[O:19].[ClH:34]. Product: [ClH:34].[ClH:34].[NH2:27][CH:16]([C:3]1[CH:4]=[CH:5][C:6]([F:15])=[C:7]([O:8][C:9]2[CH:10]=[CH:11][CH:12]=[CH:13][CH:14]=2)[C:2]=1[F:1])[CH2:17][C:18]([NH:20][C:21]1[CH:22]=[CH:23][N:24]=[CH:25][CH:26]=1)=[O:19]. The catalyst class is: 71. (3) Reactant: C(OC([N:8]1[CH2:16][CH2:15][CH:11]([C:12]([OH:14])=O)[CH2:10][CH2:9]1)=O)(C)(C)C.Cl.CN(C)CCCN=C=NCC.ON1C2C=CC=CC=2N=N1.C(N(CC)C(C)C)(C)C.Cl.[CH3:49][NH:50][O:51][CH3:52]. Product: [CH3:52][O:51][N:50]([CH3:49])[C:12]([CH:11]1[CH2:10][CH2:9][NH:8][CH2:16][CH2:15]1)=[O:14]. The catalyst class is: 434. (4) Reactant: [CH3:1][O:2][C:3]1[CH:8]=[CH:7][C:6](B(O)O)=[CH:5][CH:4]=1.[CH2:12]([O:19][C:20]1[CH:35]=[CH:34][C:23]([C:24]([O:26][CH2:27][C:28]2[CH:33]=[CH:32][CH:31]=[CH:30][CH:29]=2)=[O:25])=[CH:22][C:21]=1Br)[C:13]1[CH:18]=[CH:17][CH:16]=[CH:15][CH:14]=1.C(=O)([O-])[O-].[K+].[K+]. Product: [CH2:12]([O:19][C:20]1[CH:35]=[CH:34][C:23]([C:24]([O:26][CH2:27][C:28]2[CH:33]=[CH:32][CH:31]=[CH:30][CH:29]=2)=[O:25])=[CH:22][C:21]=1[C:6]1[CH:7]=[CH:8][C:3]([O:2][CH3:1])=[CH:4][CH:5]=1)[C:13]1[CH:18]=[CH:17][CH:16]=[CH:15][CH:14]=1. The catalyst class is: 335. (5) Product: [CH3:22][S:19]([C:5]1[CH:4]=[CH:3][C:2]([N:23]2[CH2:28][CH2:27][NH:26][CH2:25][CH2:24]2)=[CH:7][C:6]=1[NH:8][CH:9]1[C:18]2[C:13](=[CH:14][CH:15]=[CH:16][CH:17]=2)[CH2:12][CH2:11][CH2:10]1)(=[O:21])=[O:20]. The catalyst class is: 10. Reactant: F[C:2]1[CH:3]=[CH:4][C:5]([S:19]([CH3:22])(=[O:21])=[O:20])=[C:6]([NH:8][CH:9]2[C:18]3[C:13](=[CH:14][CH:15]=[CH:16][CH:17]=3)[CH2:12][CH2:11][CH2:10]2)[CH:7]=1.[NH:23]1[CH2:28][CH2:27][NH:26][CH2:25][CH2:24]1.C(N(CC)C(C)C)(C)C. (6) Reactant: C([Li])CCC.Br[C:7]1[CH:12]=[CH:11][C:10]([O:13][CH3:14])=[C:9]([Cl:15])[CH:8]=1.[CH3:16][C:17]([C:19]1[CH:24]=[CH:23][C:22]([F:25])=[C:21]([Br:26])[CH:20]=1)=O.O. Product: [Br:26][C:21]1[C:22]([F:25])=[CH:23][CH:24]=[C:19]([C:17]([C:7]2[CH:12]=[CH:11][C:10]([O:13][CH3:14])=[C:9]([Cl:15])[CH:8]=2)=[CH2:16])[CH:20]=1. The catalyst class is: 7. (7) Reactant: C([O:3][C:4](=[O:28])[CH2:5][CH:6]([C:21]1[CH:22]=[N:23][C:24]([CH3:27])=[N:25][CH:26]=1)[CH2:7][CH2:8][CH2:9][CH2:10][CH2:11][CH2:12][CH2:13][NH:14][C:15]1[N:20]=[CH:19][CH:18]=[CH:17][N:16]=1)C.[OH-].[Na+].Cl. Product: [CH3:27][C:24]1[N:25]=[CH:26][C:21]([CH:6]([CH2:7][CH2:8][CH2:9][CH2:10][CH2:11][CH2:12][CH2:13][NH:14][C:15]2[N:16]=[CH:17][CH:18]=[CH:19][N:20]=2)[CH2:5][C:4]([OH:28])=[O:3])=[CH:22][N:23]=1. The catalyst class is: 12. (8) Reactant: [I:1][C:2]1[CH:7]=[CH:6][CH:5]=[CH:4][C:3]=1[CH2:8][CH:9]([N:15]([CH3:28])[C:16](=[O:27])[CH:17]([NH:25][CH3:26])[CH2:18][C:19]1[CH:24]=[CH:23][CH:22]=[CH:21][CH:20]=1)[C:10]([O:12]CC)=O.[NH4+].[OH-]. Product: [CH2:18]([CH:17]1[N:25]([CH3:26])[C:10](=[O:12])[CH:9]([CH2:8][C:3]2[CH:4]=[CH:5][CH:6]=[CH:7][C:2]=2[I:1])[N:15]([CH3:28])[C:16]1=[O:27])[C:19]1[CH:24]=[CH:23][CH:22]=[CH:21][CH:20]=1. The catalyst class is: 1. (9) Reactant: [CH3:1][C:2]([NH:14][C:15]1[CH:20]=[C:19]([CH3:21])[CH:18]=[CH:17][C:16]=1[N+:22]([O-])=O)([CH3:13])[CH2:3][CH2:4][NH:5][C:6](=[O:12])[O:7][C:8]([CH3:11])([CH3:10])[CH3:9]. Product: [NH2:22][C:16]1[CH:17]=[CH:18][C:19]([CH3:21])=[CH:20][C:15]=1[NH:14][C:2]([CH3:13])([CH3:1])[CH2:3][CH2:4][NH:5][C:6](=[O:12])[O:7][C:8]([CH3:10])([CH3:9])[CH3:11]. The catalyst class is: 19.